Dataset: Volume of distribution at steady state (VDss) regression data from Lombardo et al.. Task: Regression/Classification. Given a drug SMILES string, predict its absorption, distribution, metabolism, or excretion properties. Task type varies by dataset: regression for continuous measurements (e.g., permeability, clearance, half-life) or binary classification for categorical outcomes (e.g., BBB penetration, CYP inhibition). For this dataset (vdss_lombardo), we predict log10(VDss) (log10 of volume of distribution in L/kg). (1) The log10(VDss) is -0.890. The compound is CC(C)CC(NC(=O)C(CCc1ccccc1)NC(=O)CN1CCOCC1)C(=O)NC(Cc1ccccc1)C(=O)NC(CC(C)C)C(=O)C1(C)CO1. (2) The molecule is Nc1nc2c(Cc3cccnc3)c[nH]c2c(=O)[nH]1. The log10(VDss) is 0.0800. (3) The molecule is [NH3+]C(C(=O)NC1C(=O)N2C(C(=O)[O-])=C(CSc3c[n-]nn3)CSC12)c1ccc(O)cc1. The log10(VDss) is -0.660. (4) The compound is COc1cc(C2c3cc4c(cc3C(OC3OC5COC(c6cccs6)OC5C(O)C3O)C3COC(=O)C23)OCO4)cc(OC)c1O. The log10(VDss) is -0.390.